The task is: Predict the reactants needed to synthesize the given product.. This data is from Full USPTO retrosynthesis dataset with 1.9M reactions from patents (1976-2016). (1) Given the product [F:16][C:15]([F:18])([F:17])[C:14](=[O:19])[CH2:13][C:12]([C:4]1[CH:5]=[CH:6][CH:7]=[CH:8][C:3]=1[O:2][CH3:1])([CH3:20])[CH3:11], predict the reactants needed to synthesize it. The reactants are: [CH3:1][O:2][C:3]1[CH:8]=[CH:7][CH:6]=[CH:5][C:4]=1[Mg]Br.[CH3:11][C:12]([CH3:20])=[CH:13][C:14](=[O:19])[C:15]([F:18])([F:17])[F:16]. (2) The reactants are: SC1C=CC=C[N+]=1[O-].[C:9]([O:12][C:13]1[CH:14]=[C:15]([CH:19]=[C:20]([O:22][C:23](=[O:25])[CH3:24])[CH:21]=1)C(Cl)=O)(=[O:11])[CH3:10].N(C(C)(C)C#N)=NC(C)(C)C#N.[Br:38]C(Cl)(Cl)Cl. Given the product [C:9]([O:12][C:13]1[CH:14]=[C:15]([Br:38])[CH:19]=[C:20]([O:22][C:23](=[O:25])[CH3:24])[CH:21]=1)(=[O:11])[CH3:10], predict the reactants needed to synthesize it. (3) Given the product [Br:1][C:2]1[CH:7]=[C:6]([F:8])[CH:5]=[C:4]2[C:3]=1[CH:12]=[CH:13][NH:15]2, predict the reactants needed to synthesize it. The reactants are: [Br:1][C:2]1[CH:7]=[C:6]([F:8])[CH:5]=[C:4]([N+]([O-])=O)[C:3]=1[CH:12]=[C:13]([N:15]1CCCC1)C.O.NN. (4) Given the product [N:6]1([C:11]2[N:12]=[C:13]([N:23]3[CH2:24][CH2:25][O:26][CH2:27][CH2:28]3)[C:14]3[N:20]=[C:19]([CH2:21][O:22][CH3:29])[CH:18]=[CH:17][C:15]=3[N:16]=2)[CH:10]=[CH:9][N:8]=[CH:7]1, predict the reactants needed to synthesize it. The reactants are: CS(Cl)(=O)=O.[N:6]1([C:11]2[N:12]=[C:13]([N:23]3[CH2:28][CH2:27][O:26][CH2:25][CH2:24]3)[C:14]3[N:20]=[C:19]([CH2:21][OH:22])[CH:18]=[CH:17][C:15]=3[N:16]=2)[CH:10]=[CH:9][N:8]=[CH:7]1.[CH3:29]CN(C(C)C)C(C)C. (5) Given the product [CH3:33][O:32][C:27]1[CH:28]=[CH:29][CH:30]=[CH:31][C:26]=1[CH2:25][O:24][CH2:23][CH2:22][CH2:21][O:20][C:17]1[CH:16]=[CH:15][C:14]([N:11]2[CH2:12][CH2:13][NH:8][CH2:9][C@@H:10]2[CH2:34][O:35][C:36]2[CH:45]=[CH:44][C:43]3[C:38](=[CH:39][CH:40]=[CH:41][CH:42]=3)[CH:37]=2)=[CH:19][CH:18]=1, predict the reactants needed to synthesize it. The reactants are: C(OC([N:8]1[CH2:13][CH2:12][N:11]([C:14]2[CH:19]=[CH:18][C:17]([O:20][CH2:21][CH2:22][CH2:23][O:24][CH2:25][C:26]3[CH:31]=[CH:30][CH:29]=[CH:28][C:27]=3[O:32][CH3:33])=[CH:16][CH:15]=2)[C@@H:10]([CH2:34][O:35][C:36]2[CH:45]=[CH:44][C:43]3[C:38](=[CH:39][CH:40]=[CH:41][CH:42]=3)[CH:37]=2)[CH2:9]1)=O)(C)(C)C.C(Cl)(=O)C. (6) Given the product [CH3:1][C:2]1[C:6]([C:7]2[CH:8]=[C:9]3[N:15]([C@H:16]([C:18]4[CH:23]=[CH:22][CH:21]=[CH:20][N:19]=4)[CH3:17])[CH:14]=[C:13]([C:24]4[CH:25]=[CH:26][C:27]([C:28]([OH:30])=[O:29])=[CH:32][CH:33]=4)[C:10]3=[N:11][CH:12]=2)=[C:5]([CH3:34])[O:4][N:3]=1, predict the reactants needed to synthesize it. The reactants are: [CH3:1][C:2]1[C:6]([C:7]2[CH:8]=[C:9]3[N:15]([C@H:16]([C:18]4[CH:23]=[CH:22][CH:21]=[CH:20][N:19]=4)[CH3:17])[CH:14]=[C:13]([C:24]4[CH:33]=[CH:32][C:27]([C:28]([O:30]C)=[O:29])=[CH:26][CH:25]=4)[C:10]3=[N:11][CH:12]=2)=[C:5]([CH3:34])[O:4][N:3]=1.[OH-].[Li+].O.Cl. (7) Given the product [Cl:1][C:2]1[CH:7]=[CH:6][C:5]([C:14]2[CH:13]=[N:12][N:11]([CH3:10])[CH:15]=2)=[CH:4][C:3]=1[CH3:9], predict the reactants needed to synthesize it. The reactants are: [Cl:1][C:2]1[CH:7]=[CH:6][C:5](Br)=[CH:4][C:3]=1[CH3:9].[CH3:10][N:11]1[CH:15]=[C:14](B2OC(C)(C)C(C)(C)O2)[CH:13]=[N:12]1.C([O-])([O-])=O.[K+].[K+]. (8) Given the product [Cl:1][C:2]1[CH:3]=[C:4]2[C:8](=[CH:9][CH:10]=1)[NH:7][C:6](=[O:11])/[C:5]/2=[CH:12]\[C:14]1[NH:15][C:16]([CH3:28])=[C:17]([S:24]([CH3:27])(=[O:26])=[O:25])[C:18]=1[CH2:19][CH2:20][C:21]([OH:23])=[O:22], predict the reactants needed to synthesize it. The reactants are: [Cl:1][C:2]1[CH:3]=[C:4]2[C:8](=[CH:9][CH:10]=1)[NH:7][C:6](=[O:11])[CH2:5]2.[CH:12]([C:14]1[NH:15][C:16]([CH3:28])=[C:17]([S:24]([CH3:27])(=[O:26])=[O:25])[C:18]=1[CH2:19][CH2:20][C:21]([OH:23])=[O:22])=O.N1CCCCC1.